From a dataset of NCI-60 drug combinations with 297,098 pairs across 59 cell lines. Regression. Given two drug SMILES strings and cell line genomic features, predict the synergy score measuring deviation from expected non-interaction effect. Drug 1: CC1=C2C(C(=O)C3(C(CC4C(C3C(C(C2(C)C)(CC1OC(=O)C(C(C5=CC=CC=C5)NC(=O)OC(C)(C)C)O)O)OC(=O)C6=CC=CC=C6)(CO4)OC(=O)C)OC)C)OC. Drug 2: CC1C(C(CC(O1)OC2CC(CC3=C2C(=C4C(=C3O)C(=O)C5=C(C4=O)C(=CC=C5)OC)O)(C(=O)C)O)N)O.Cl. Cell line: HCT-15. Synergy scores: CSS=77.4, Synergy_ZIP=21.5, Synergy_Bliss=21.0, Synergy_Loewe=10.1, Synergy_HSA=22.7.